From a dataset of Reaction yield outcomes from USPTO patents with 853,638 reactions. Predict the reaction yield, written as a fraction of the theoretical maximum amount of product (1.0 means a 100% yield; for example, 0.34 means a 34% yield). (1) The reactants are I[C:2]1[CH:3]=[CH:4][C:5]2[N:6]([CH:8]=[C:9]([NH:11][C:12]([CH:14]3[CH2:16][CH2:15]3)=[O:13])[N:10]=2)[N:7]=1.[NH2:17][C:18]1[CH:23]=[CH:22][C:21]([OH:24])=[CH:20][C:19]=1[N+:25]([O-:27])=[O:26].C(=O)([O-])[O-].[K+].[K+].CN(C)C=O. The catalyst is O.O1CCCC1.C(OCC)(=O)C. The product is [NH2:17][C:18]1[CH:23]=[CH:22][C:21]([O:24][C:2]2[CH:3]=[CH:4][C:5]3[N:6]([CH:8]=[C:9]([NH:11][C:12]([CH:14]4[CH2:16][CH2:15]4)=[O:13])[N:10]=3)[N:7]=2)=[CH:20][C:19]=1[N+:25]([O-:27])=[O:26]. The yield is 0.520. (2) The reactants are CO[C:3]([C:5]1[O:6][CH:7]=[CH:8][CH:9]=1)=[O:4].[CH3:10][O:11][C:12]1[CH:17]=[CH:16][CH:15]=[CH:14][C:13]=1[Mg]Br.[C:20](=[O:23])(O)[O-].[Na+].Cl. The catalyst is C1COCC1. The product is [O:6]1[CH:7]=[CH:8][CH:9]=[C:5]1[C:3]([C:12]1[CH:17]=[CH:16][CH:15]=[CH:14][C:13]=1[O:23][CH3:20])([C:13]1[CH:14]=[CH:15][CH:16]=[CH:17][C:12]=1[O:11][CH3:10])[OH:4]. The yield is 0.820. (3) The reactants are Br[C:2]1[C:7](=[O:8])[N:6]([CH2:9][C:10]2[CH:15]=[CH:14][C:13]([C:16]3[C:17]([C:22]#[N:23])=[CH:18][CH:19]=[CH:20][CH:21]=3)=[CH:12][CH:11]=2)[C:5]([CH2:24][CH2:25][CH2:26][CH3:27])=[N:4][C:3]=1[CH3:28].[C:29]1(B2OC(C)(C)C(C)(C)O2)[CH2:34][CH2:33][CH2:32][CH2:31][CH:30]=1.C(=O)([O-])[O-].[Cs+].[Cs+]. The catalyst is O1CCCC1.C(OCC)(=O)C.C1C=CC(P(C2C=CC=CC=2)[C-]2C=CC=C2)=CC=1.C1C=CC(P(C2C=CC=CC=2)[C-]2C=CC=C2)=CC=1.Cl[Pd]Cl.[Fe+2]. The product is [CH2:24]([C:5]1[N:6]([CH2:9][C:10]2[CH:15]=[CH:14][C:13]([C:16]3[C:17]([C:22]#[N:23])=[CH:18][CH:19]=[CH:20][CH:21]=3)=[CH:12][CH:11]=2)[C:7](=[O:8])[C:2]([C:29]2[CH2:34][CH2:33][CH2:32][CH2:31][CH:30]=2)=[C:3]([CH3:28])[N:4]=1)[CH2:25][CH2:26][CH3:27]. The yield is 0.860. (4) The yield is 0.760. The catalyst is ClCCl. The reactants are Cl.[NH2:2][CH2:3][C:4]([C:6]1[CH:11]=[CH:10][CH:9]=[CH:8][CH:7]=1)=[O:5].C(N(CC)CC)C.[Cl:19][CH2:20][S:21](Cl)(=[O:23])=[O:22].Cl. The product is [Cl:19][CH2:20][S:21]([NH:2][CH2:3][C:4]([C:6]1[CH:11]=[CH:10][CH:9]=[CH:8][CH:7]=1)=[O:5])(=[O:23])=[O:22]. (5) The reactants are [N:1]([C:4]1[CH:5]=[CH:6][C:7]([O:10][CH3:11])=[N:8][CH:9]=1)=[C:2]=[S:3].Cl.[CH3:13][C:14]1[CH:26]=[CH:25][CH:24]=[CH:23][C:15]=1[O:16][CH:17]1[CH2:22][CH2:21][NH:20][CH2:19][CH2:18]1.C(N(CC)C(C)C)(C)C. The catalyst is ClCCl. The product is [CH3:11][O:10][C:7]1[N:8]=[CH:9][C:4]([NH:1][C:2]([N:20]2[CH2:21][CH2:22][CH:17]([O:16][C:15]3[CH:23]=[CH:24][CH:25]=[CH:26][C:14]=3[CH3:13])[CH2:18][CH2:19]2)=[S:3])=[CH:5][CH:6]=1. The yield is 0.850. (6) The reactants are [F:1][C:2]1[C:19]([F:20])=[CH:18][C:17]([I:21])=[CH:16][C:3]=1[C:4]([C:6](=[CH:12]OCC)[C:7]([O:9][CH2:10][CH3:11])=[O:8])=[O:5].[CH3:22][N:23]([C:25]([O:27][C:28]([CH3:31])([CH3:30])[CH3:29])=[O:26])[NH2:24]. The catalyst is C(O)(C)(C)C. The product is [F:1][C:2]1[C:19]([F:20])=[CH:18][C:17]([I:21])=[CH:16][C:3]=1[C:4]([C:6]([C:7]([O:9][CH2:10][CH3:11])=[O:8])=[CH:12][NH:24][N:23]([CH3:22])[C:25]([O:27][C:28]([CH3:31])([CH3:30])[CH3:29])=[O:26])=[O:5]. The yield is 0.920.